This data is from Reaction yield outcomes from USPTO patents with 853,638 reactions. The task is: Predict the reaction yield, written as a fraction of the theoretical maximum amount of product (1.0 means a 100% yield; for example, 0.34 means a 34% yield). (1) The reactants are O[C@H:2]1[CH2:6][NH:5][C:4](=[O:7])[CH2:3]1.C(N(CC)CC)C.CS(Cl)(=O)=O.[Mn]([O-])(=O)(=O)=O.[N-:25]=[N+:26]=[N-:27].[Na+]. The catalyst is ClCCl.CN(C=O)C.C(OCC)(=O)C. The product is [N:25]([C@@H:2]1[CH2:6][NH:5][C:4](=[O:7])[CH2:3]1)=[N+:26]=[N-:27]. The yield is 0.320. (2) The reactants are Br[C:2]1[CH:7]=[CH:6][C:5]([CH2:8][N:9]2[CH2:14][CH2:13][N:12]([C:15]([O:17][C:18]([CH3:21])([CH3:20])[CH3:19])=[O:16])[CH2:11][CH2:10]2)=[C:4]([C:22](=[O:26])[N:23]([CH3:25])[CH3:24])[CH:3]=1.[C:27]1(B(O)O)[CH:32]=[CH:31][CH:30]=[CH:29][CH:28]=1.C(=O)([O-])[O-].[K+].[K+].O1CCOCC1. The catalyst is C1C=CC([P]([Pd]([P](C2C=CC=CC=2)(C2C=CC=CC=2)C2C=CC=CC=2)([P](C2C=CC=CC=2)(C2C=CC=CC=2)C2C=CC=CC=2)[P](C2C=CC=CC=2)(C2C=CC=CC=2)C2C=CC=CC=2)(C2C=CC=CC=2)C2C=CC=CC=2)=CC=1.O. The product is [CH3:24][N:23]([CH3:25])[C:22]([C:4]1[CH:3]=[C:2]([C:27]2[CH:32]=[CH:31][CH:30]=[CH:29][CH:28]=2)[CH:7]=[CH:6][C:5]=1[CH2:8][N:9]1[CH2:14][CH2:13][N:12]([C:15]([O:17][C:18]([CH3:21])([CH3:20])[CH3:19])=[O:16])[CH2:11][CH2:10]1)=[O:26]. The yield is 0.790. (3) The reactants are [CH2:1]([C:3]1[NH:4][C:5]2[C:10]([CH:11]=1)=[C:9]([O:12][CH3:13])[CH:8]=[CH:7][CH:6]=2)[CH3:2].[H-].[Na+].[CH2:16](Br)[C:17]1[CH:22]=[CH:21][CH:20]=[CH:19][CH:18]=1. The catalyst is CN(C=O)C.O. The product is [CH2:1]([C:3]1[N:4]([CH2:16][C:17]2[CH:22]=[CH:21][CH:20]=[CH:19][CH:18]=2)[C:5]2[C:10]([CH:11]=1)=[C:9]([O:12][CH3:13])[CH:8]=[CH:7][CH:6]=2)[CH3:2]. The yield is 0.490. (4) The reactants are [NH2:1][C:2]1[CH:7]=[CH:6][C:5]([S:8]([NH:11][C:12]2[S:13][C:14]([C:17]([CH3:20])([CH3:19])[CH3:18])=[N:15][N:16]=2)(=[O:10])=[O:9])=[CH:4][CH:3]=1.[C:21](Cl)(=[O:31])[CH2:22][CH2:23][CH2:24][CH2:25][CH2:26][CH2:27][CH2:28][CH2:29][CH3:30].Cl. The catalyst is N1C=CC=CC=1. The product is [C:17]([C:14]1[S:13][C:12]([NH:11][S:8]([C:5]2[CH:6]=[CH:7][C:2]([NH:1][C:21](=[O:31])[CH2:22][CH2:23][CH2:24][CH2:25][CH2:26][CH2:27][CH2:28][CH2:29][CH3:30])=[CH:3][CH:4]=2)(=[O:10])=[O:9])=[N:16][N:15]=1)([CH3:20])([CH3:19])[CH3:18]. The yield is 0.980. (5) The catalyst is ClCCl. The product is [CH:7]1([C:19]2[CH:6]=[N:1][CH:2]=[CH:3][N:4]=2)[CH2:8][CH:9]([C:2]2[CH:3]=[N:4][CH:5]=[CH:6][N:1]=2)[CH2:10][CH:11]([C:2]2[CH:3]=[N:4][CH:5]=[CH:6][N:1]=2)[CH2:12]1. The yield is 0.240. The reactants are [N:1]1[CH:6]=[CH:5][N:4]=[CH:3][CH:2]=1.[C:7]1([C:19](O)=O)(C(O)=O)[CH2:12][CH2:11][CH2:10][CH2:9][CH:8]1C(O)=O.OO.